Predict the reaction yield, written as a fraction of the theoretical maximum amount of product (1.0 means a 100% yield; for example, 0.34 means a 34% yield). From a dataset of Reaction yield outcomes from USPTO patents with 853,638 reactions. (1) The reactants are [Cl:1][C:2]1[C:3]2[CH2:19][CH2:18][C:17](=[O:20])[NH:16][C:4]=2[N:5]=[C:6](/[CH:8]=C/C2C=CC=CC=2)[N:7]=1.[O:21]1CCOCC1.O. The catalyst is O=[Os](=O)(=O)=O. The product is [Cl:1][C:2]1[C:3]2[CH2:19][CH2:18][C:17](=[O:20])[NH:16][C:4]=2[N:5]=[C:6]([CH:8]=[O:21])[N:7]=1. The yield is 0.440. (2) The reactants are C([O:3][P:4]([CH2:9][CH2:10][N:11]([S:37]([CH3:40])(=[O:39])=[O:38])[CH2:12][C:13]([CH3:36])=[CH:14][CH2:15][C:16]1[C:17]([O:29]CC[Si](C)(C)C)=[C:18]2[C:22](=[C:23]([CH3:27])[C:24]=1[O:25][CH3:26])[CH2:21][O:20][C:19]2=[O:28])(=[O:8])[O:5]CC)C.C[Si](Br)(C)C.N1C(C)=CC=CC=1C.Cl. The catalyst is C(#N)C.CCOC(C)=O. The product is [OH:29][C:17]1[C:16]([CH2:15][CH:14]=[C:13]([CH3:36])[CH2:12][N:11]([S:37]([CH3:40])(=[O:38])=[O:39])[CH2:10][CH2:9][P:4](=[O:3])([OH:8])[OH:5])=[C:24]([O:25][CH3:26])[C:23]([CH3:27])=[C:22]2[C:18]=1[C:19](=[O:28])[O:20][CH2:21]2. The yield is 0.730. (3) The reactants are [F:8][C:7]([F:10])([F:9])[C:6](O[C:6](=[O:11])[C:7]([F:10])([F:9])[F:8])=[O:11].[CH2:14]([O:16][CH:17]=[CH2:18])[CH3:15]. The catalyst is CN(C)C1C=CN=CC=1.ClCCl. The product is [CH2:17]([O:16]/[CH:14]=[CH:15]/[C:6](=[O:11])[C:7]([F:8])([F:9])[F:10])[CH3:18]. The yield is 0.410. (4) The reactants are [F:1][C:2]1[CH:10]=[C:9]2[C:5]([C:6]([CH:11]=O)=[CH:7][NH:8]2)=[CH:4][CH:3]=1.[CH:13]([NH2:15])=O.[BH4-].[Na+].[C-]#N.[K+]. The catalyst is CO. The product is [F:1][C:2]1[CH:10]=[C:9]2[C:5]([C:6]([CH2:11][C:13]#[N:15])=[CH:7][NH:8]2)=[CH:4][CH:3]=1. The yield is 0.750. (5) The reactants are [C:1](#[N:10])[CH:2]=[CH:3][C:4]1[CH:9]=[CH:8][CH:7]=[CH:6][CH:5]=1.[NH2:11][OH:12]. The catalyst is CCO. The product is [OH:12][N:11]=[C:1]([NH2:10])[CH:2]=[CH:3][C:4]1[CH:9]=[CH:8][CH:7]=[CH:6][CH:5]=1. The yield is 0.700. (6) The reactants are C([O:3][C:4]([CH:6]1[CH2:11][CH2:10][N:9]([C:12]([C:14]2([CH3:17])[CH2:16][CH2:15]2)=[O:13])[CH2:8][CH2:7]1)=[O:5])C.O[Li].O. The catalyst is C1COCC1.CCO.O. The product is [CH3:17][C:14]1([C:12]([N:9]2[CH2:8][CH2:7][CH:6]([C:4]([OH:5])=[O:3])[CH2:11][CH2:10]2)=[O:13])[CH2:15][CH2:16]1. The yield is 0.860. (7) The reactants are [N+:1]([C:4]1[CH:5]=[C:6]2[C:11](=[O:12])[O:10][C:8](=O)[C:7]2=[CH:13][CH:14]=1)([O-:3])=[O:2].Cl.[NH2:16][CH:17]1[CH2:23][CH2:22][C:21](=[O:24])[NH:20][C:18]1=[O:19].C([O-])(=O)C.[Na+]. The catalyst is C(O)(=O)C. The product is [O:10]=[C:8]1[C:7]2[C:6](=[CH:5][C:4]([N+:1]([O-:3])=[O:2])=[CH:14][CH:13]=2)[C:11](=[O:12])[N:16]1[CH:17]1[CH2:23][CH2:22][C:21](=[O:24])[NH:20][C:18]1=[O:19]. The yield is 0.540. (8) The reactants are [CH:1]1([B-](F)(F)F)[CH2:3][CH2:2]1.[K+].C(=O)([O-])[O-].[Cs+].[Cs+].Br[C:16]1[CH:17]=[CH:18][C:19]([C:29]([OH:31])=[O:30])=[N:20][C:21]=1[O:22][CH2:23][CH:24]1[CH2:28][CH2:27][CH2:26][O:25]1. The catalyst is C1(C)C=CC=CC=1.O.C([O-])(=O)C.[Pd+2].C([O-])(=O)C.C(P(C12CC3CC(CC(C3)C1)C2)C12CC3CC(CC(C3)C1)C2)CCC. The product is [CH:1]1([C:16]2[CH:17]=[CH:18][C:19]([C:29]([OH:31])=[O:30])=[N:20][C:21]=2[O:22][CH2:23][CH:24]2[CH2:28][CH2:27][CH2:26][O:25]2)[CH2:3][CH2:2]1. The yield is 0.360. (9) The product is [CH2:1]([O:8][CH2:9][CH2:10][CH2:11][CH2:12][CH2:13][CH2:14][CH2:15][CH2:16][CH2:17][CH:18]([N:33]1[CH:37]=[CH:36][N:35]=[CH:34]1)[CH2:19][CH2:20][CH2:21][CH2:22][CH2:23][CH2:24][CH2:25][CH3:26])[C:2]1[CH:7]=[CH:6][CH:5]=[CH:4][CH:3]=1. The yield is 0.330. The reactants are [CH2:1]([O:8][CH2:9][CH2:10][CH2:11][CH2:12][CH2:13][CH2:14][CH2:15][CH2:16][CH2:17][CH:18](O)[CH2:19][CH2:20][CH2:21][CH2:22][CH2:23][CH2:24][CH2:25][CH3:26])[C:2]1[CH:7]=[CH:6][CH:5]=[CH:4][CH:3]=1.CS(Cl)(=O)=O.[NH:33]1[CH:37]=[CH:36][N:35]=[CH:34]1. The catalyst is CN(C1C=CN=CC=1)C.C(Cl)Cl.